This data is from Full USPTO retrosynthesis dataset with 1.9M reactions from patents (1976-2016). The task is: Predict the reactants needed to synthesize the given product. (1) The reactants are: [CH3:1][O:2][C:3]([CH:5]1[CH2:10][CH2:9][N:8]([C:11]2[C:16]([N+:17]([O-])=O)=[CH:15][C:14]([Cl:20])=[CH:13][N:12]=2)[CH2:7][CH2:6]1)=[O:4].C(OCC)(=O)C. Given the product [CH3:1][O:2][C:3]([CH:5]1[CH2:10][CH2:9][N:8]([C:11]2[C:16]([NH2:17])=[CH:15][C:14]([Cl:20])=[CH:13][N:12]=2)[CH2:7][CH2:6]1)=[O:4], predict the reactants needed to synthesize it. (2) The reactants are: [CH2:1]([O:3][C:4](=[O:22])[CH2:5][CH2:6][C:7]([N:9]1[CH2:14][CH2:13][N:12](C(OC(C)(C)C)=O)[CH2:11][CH2:10]1)=[O:8])[CH3:2].[ClH:23].C(OCC)(=O)C. Given the product [ClH:23].[O:8]=[C:7]([N:9]1[CH2:10][CH2:11][NH:12][CH2:13][CH2:14]1)[CH2:6][CH2:5][C:4]([O:3][CH2:1][CH3:2])=[O:22], predict the reactants needed to synthesize it. (3) Given the product [CH3:1][O:2][C:3]1[CH:4]=[C:5]([CH:19]=[CH:20][C:21]=1[O:22][CH3:23])[CH2:6][CH:7]1[C:16]2[C:11](=[CH:12][C:13]([O:17][CH3:18])=[CH:14][CH:15]=2)[CH2:10][CH2:9][N:8]1[CH2:25][C:26]([NH:33][CH2:32][C:31]1[CH:34]=[CH:35][CH:36]=[CH:37][C:30]=1[F:29])=[O:27], predict the reactants needed to synthesize it. The reactants are: [CH3:1][O:2][C:3]1[CH:4]=[C:5]([CH:19]=[CH:20][C:21]=1[O:22][CH3:23])[CH2:6][CH:7]1[C:16]2[C:11](=[CH:12][C:13]([O:17][CH3:18])=[CH:14][CH:15]=2)[CH2:10][CH2:9][NH:8]1.Br[CH2:25][C:26](Br)=[O:27].[F:29][C:30]1[CH:37]=[CH:36][CH:35]=[CH:34][C:31]=1[CH2:32][NH2:33]. (4) Given the product [CH:23]1([N:22]2[C:21]3[CH:29]=[CH:30][C:31]([C:33]([OH:35])=[O:34])=[CH:32][C:20]=3[N:19]=[C:18]2[C:13]2[CH:14]=[C:15]3[C:10](=[CH:11][CH:12]=2)[N:9]=[C:8]([CH2:58][N:46]([CH2:47][CH2:49][CH3:50])[CH2:45][CH2:44][CH3:43])[CH:17]=[CH:16]3)[CH2:24][CH2:25][CH2:26][CH2:27][CH2:28]1, predict the reactants needed to synthesize it. The reactants are: BrC1C=CC(O)=C([C:8]2[CH:17]=[CH:16][C:15]3[C:10](=[CH:11][CH:12]=[C:13]([C:18]4[N:22]([CH:23]5[CH2:28][CH2:27][CH2:26][CH2:25][CH2:24]5)[C:21]5[CH:29]=[CH:30][C:31]([C:33]([OH:35])=[O:34])=[CH:32][C:20]=5[N:19]=4)[CH:14]=3)[N:9]=2)C=1.C(OC(C1C=C[C:45]2[N:46]([CH:58]3CCCCC3)[C:47]([C:49]3C=CC(N)=C(C=O)[CH:50]=3)=N[C:44]=2[CH:43]=1)=O)C.C(N(CCC)CC(=O)C)CC.[OH-].[K+]. (5) Given the product [Br:1][C:2]1[CH:3]=[CH:4][C:5]2[O:10][C:12]([CH3:14])([CH3:11])[O:8][CH2:7][C:6]=2[CH:9]=1, predict the reactants needed to synthesize it. The reactants are: [Br:1][C:2]1[CH:3]=[CH:4][C:5]([OH:10])=[C:6]([CH:9]=1)[CH2:7][OH:8].[CH3:11][C:12]([CH3:14])=O.[OH-].[Na+].C(OCC)C. (6) The reactants are: [CH3:1][NH:2][CH2:3][CH2:4][C@H:5]([O:11][C:12]1[C:21]2[C:16](=[CH:17][CH:18]=[CH:19][CH:20]=2)[CH:15]=[CH:14][CH:13]=1)[C:6]1[S:10][CH:9]=[CH:8][CH:7]=1.[ClH:22]. Given the product [CH3:1][NH:2][CH2:3][CH2:4][C@H:5]([O:11][C:12]1[C:21]2[C:16](=[CH:17][CH:18]=[CH:19][CH:20]=2)[CH:15]=[CH:14][CH:13]=1)[C:6]1[S:10][CH:9]=[CH:8][CH:7]=1.[ClH:22], predict the reactants needed to synthesize it. (7) Given the product [CH3:20][CH:17]1[CH2:18][CH2:19][CH:14]([CH2:13][N:12]2[C:11]3[CH:21]=[CH:22][CH:23]=[CH:24][C:10]=3[N:9]=[C:8]2[C:3]2[CH:4]=[CH:5][CH:6]=[CH:7][C:2]=2[C:26]#[C:25][C:27]2[CH:34]=[CH:33][C:30]([C:31]#[N:32])=[CH:29][CH:28]=2)[CH2:15][CH2:16]1, predict the reactants needed to synthesize it. The reactants are: Br[C:2]1[CH:7]=[CH:6][CH:5]=[CH:4][C:3]=1[C:8]1[N:12]([CH2:13][CH:14]2[CH2:19][CH2:18][CH:17]([CH3:20])[CH2:16][CH2:15]2)[C:11]2[CH:21]=[CH:22][CH:23]=[CH:24][C:10]=2[N:9]=1.[C:25]([C:27]1[CH:34]=[CH:33][C:30]([C:31]#[N:32])=[CH:29][CH:28]=1)#[CH:26]. (8) The reactants are: [F:1][C:2]1[CH:7]=[CH:6][C:5]([O:8][C:9]2[N:14]=[CH:13][C:12]([C:15]([N:17]([CH2:39][CH2:40][O:41][CH3:42])[C:18]3[CH:23]=[CH:22][C:21]([CH2:24][N:25]4[CH2:30][CH2:29][N:28](C(OC(C)(C)C)=O)[C@@H:27]([CH3:38])[CH2:26]4)=[CH:20][CH:19]=3)=[O:16])=[CH:11][CH:10]=2)=[CH:4][CH:3]=1. Given the product [F:1][C:2]1[CH:7]=[CH:6][C:5]([O:8][C:9]2[N:14]=[CH:13][C:12]([C:15]([N:17]([CH2:39][CH2:40][O:41][CH3:42])[C:18]3[CH:23]=[CH:22][C:21]([CH2:24][N:25]4[CH2:30][CH2:29][NH:28][C@@H:27]([CH3:38])[CH2:26]4)=[CH:20][CH:19]=3)=[O:16])=[CH:11][CH:10]=2)=[CH:4][CH:3]=1, predict the reactants needed to synthesize it. (9) The reactants are: [CH2:1]([O:3][C:4](=[O:14])/[C:5](/Br)=[CH:6]/[CH:7]1[CH2:12][CH2:11][CH2:10][CH2:9][CH2:8]1)[CH3:2].[CH3:15][S:16][C:17]1[CH:22]=[CH:21][C:20](B(O)O)=[CH:19][CH:18]=1.C(O)C.C(=O)([O-])[O-].[Na+].[Na+]. Given the product [CH2:1]([O:3][C:4](=[O:14])/[C:5](/[C:20]1[CH:21]=[CH:22][C:17]([S:16][CH3:15])=[CH:18][CH:19]=1)=[CH:6]/[CH:7]1[CH2:12][CH2:11][CH2:10][CH2:9][CH2:8]1)[CH3:2], predict the reactants needed to synthesize it. (10) Given the product [CH3:1][O:2][C:3]1[CH:4]=[CH:5][C:6]([C:9]2[C:17]3[C:12](=[CH:13][CH:14]=[CH:15][CH:16]=3)[NH:11][CH:10]=2)=[CH:7][CH:8]=1, predict the reactants needed to synthesize it. The reactants are: [CH3:1][O:2][C:3]1[CH:8]=[CH:7][C:6]([C:9]2[C:17]3[C:12](=[CH:13][CH:14]=[CH:15][CH:16]=3)[N:11](S(C3C=CC=CC=3)(=O)=O)[CH:10]=2)=[CH:5][CH:4]=1.C(=O)([O-])[O-].[K+].[K+].